Dataset: Full USPTO retrosynthesis dataset with 1.9M reactions from patents (1976-2016). Task: Predict the reactants needed to synthesize the given product. (1) Given the product [C:10]1([CH2:16][CH2:17][CH:18]([S:9][CH2:8][CH2:7][C:1]2[CH:6]=[CH:5][CH:4]=[CH:3][CH:2]=2)[C:19]([O:21][CH2:22][CH3:23])=[O:20])[CH:15]=[CH:14][CH:13]=[CH:12][CH:11]=1, predict the reactants needed to synthesize it. The reactants are: [C:1]1([CH2:7][CH2:8][SH:9])[CH:6]=[CH:5][CH:4]=[CH:3][CH:2]=1.[C:10]1([CH2:16][CH2:17][CH:18](OS(C(F)(F)F)(=O)=O)[C:19]([O:21][CH2:22][CH3:23])=[O:20])[CH:15]=[CH:14][CH:13]=[CH:12][CH:11]=1.CCN(C(C)C)C(C)C.O. (2) Given the product [CH3:1][O:2][C:3](=[O:4])[CH:5]([CH:12]1[CH2:13][CH2:14][CH2:15][CH2:16][N:17]1[C:20]([O:22][CH2:23][Cl:24])=[O:21])[C:6]1[CH:11]=[CH:10][CH:9]=[CH:8][CH:7]=1, predict the reactants needed to synthesize it. The reactants are: [CH3:1][O:2][C:3]([CH:5]([CH:12]1[NH:17][CH2:16][CH2:15][CH2:14][CH2:13]1)[C:6]1[CH:7]=[CH:8][CH:9]=[CH:10][CH:11]=1)=[O:4].Cl.Cl[C:20]([O:22][CH2:23][Cl:24])=[O:21].